Dataset: Forward reaction prediction with 1.9M reactions from USPTO patents (1976-2016). Task: Predict the product of the given reaction. (1) Given the reactants BrN1[C:6](=[O:7])CCC1=O.[Cl:9][C:10]1[CH:11]=[C:12]2[C:16](=[CH:17][CH:18]=1)[N:15]([CH2:19][C:20]([OH:22])=[O:21])[C:14]([CH3:23])=[C:13]2[C:24]1[C:33]2[C:28](=[CH:29][C:30]([Cl:34])=[CH:31][CH:32]=2)[N:27]=[CH:26][CH:25]=1, predict the reaction product. The product is: [Cl:9][C:10]1[CH:11]=[C:12]2[C:16](=[CH:17][CH:18]=1)[N:15]([CH2:19][C:20]([OH:22])=[O:21])[C:14]([CH2:23][O:7][CH3:6])=[C:13]2[C:24]1[C:33]2[C:28](=[CH:29][C:30]([Cl:34])=[CH:31][CH:32]=2)[N:27]=[CH:26][CH:25]=1. (2) Given the reactants [C:1]([O:5][C@@H:6]([C:9]1[C:27]([CH3:28])=[CH:26][C:12]2[N:13]=[C:14]([C:16]3[CH:17]=[C:18]4[N:24]([CH3:25])[N:23]=[CH:22][C:19]4=[N:20][CH:21]=3)[S:15][C:11]=2[C:10]=1[C:29]1[CH:34]=[CH:33][C:32]([Cl:35])=[CH:31][CH:30]=1)[CH2:7][OH:8])([CH3:4])([CH3:3])[CH3:2].C(#N)C.[OH2:39], predict the reaction product. The product is: [C:1]([O:5][C@@H:6]([C:9]1[C:27]([CH3:28])=[CH:26][C:12]2[N:13]=[C:14]([C:16]3[CH:17]=[C:18]4[N:24]([CH3:25])[N:23]=[CH:22][C:19]4=[N:20][CH:21]=3)[S:15][C:11]=2[C:10]=1[C:29]1[CH:30]=[CH:31][C:32]([Cl:35])=[CH:33][CH:34]=1)[C:7]([OH:39])=[O:8])([CH3:4])([CH3:2])[CH3:3]. (3) Given the reactants C[Si](C=[N+]=[N-])(C)C.[Br:8][C:9]1[CH:14]=[CH:13][C:12]([CH2:15][C:16]([OH:18])=[O:17])=[C:11]([F:19])[CH:10]=1.[CH3:20]O, predict the reaction product. The product is: [Br:8][C:9]1[CH:14]=[CH:13][C:12]([CH2:15][C:16]([O:18][CH3:20])=[O:17])=[C:11]([F:19])[CH:10]=1.